From a dataset of Full USPTO retrosynthesis dataset with 1.9M reactions from patents (1976-2016). Predict the reactants needed to synthesize the given product. (1) Given the product [S:2]1[CH:1]=[CH:29][CH:28]=[C:27]1[CH2:26][CH:25]([NH2:8])[CH2:24][CH3:22], predict the reactants needed to synthesize it. The reactants are: [CH3:1][S:2](Cl)(=O)=O.CC[N:8](CC)CC.C(Cl)Cl.O[C@H]1CN([C:22]([C:24]2[CH:29]=[CH:28][CH:27]=[CH:26][CH:25]=2)=O)[C@@H]2CCN[C@H]12. (2) The reactants are: [ClH:1].Cl.[F:3][C:4]1[CH:9]=[C:8]([C:10]#[N:11])[CH:7]=[CH:6][C:5]=1[C:12]1[CH:17]=[CH:16][C:15]([O:18][C:19]([F:22])([F:21])[F:20])=[C:14]([CH2:23][NH:24][C@H:25]2[CH2:30][CH2:29][NH:28][CH2:27][C@H:26]2[C:31]2[CH:36]=[CH:35][CH:34]=[CH:33][CH:32]=2)[CH:13]=1.[CH3:37][C:38]1([CH3:49])[C:42](=[O:43])[N:41]([CH2:44][C:45](O)=[O:46])[C:40](=[O:48])[NH:39]1.Cl.C(OCC)(=O)C. Given the product [ClH:1].[CH3:37][C:38]1([CH3:49])[C:42](=[O:43])[N:41]([CH2:44][C:45]([N:28]2[CH2:29][CH2:30][C@H:25]([NH:24][CH2:23][C:14]3[CH:13]=[C:12]([C:5]4[CH:6]=[CH:7][C:8]([C:10]#[N:11])=[CH:9][C:4]=4[F:3])[CH:17]=[CH:16][C:15]=3[O:18][C:19]([F:21])([F:22])[F:20])[C@H:26]([C:31]3[CH:32]=[CH:33][CH:34]=[CH:35][CH:36]=3)[CH2:27]2)=[O:46])[C:40](=[O:48])[NH:39]1, predict the reactants needed to synthesize it.